From a dataset of Reaction yield outcomes from USPTO patents with 853,638 reactions. Predict the reaction yield, written as a fraction of the theoretical maximum amount of product (1.0 means a 100% yield; for example, 0.34 means a 34% yield). (1) The reactants are [NH2:1][C@@H:2]([CH2:6][CH2:7][CH2:8][CH2:9][OH:10])[C:3]([OH:5])=[O:4].O=S(Cl)Cl.[CH3:15]O. No catalyst specified. The product is [CH3:15][O:4][C:3](=[O:5])[C@@H:2]([NH2:1])[CH2:6][CH2:7][CH2:8][CH2:9][OH:10]. The yield is 0.990. (2) The reactants are [OH:1][C:2]1[CH:6]=[C:5]([C:7]([O:9][CH3:10])=[O:8])[N:4]([CH3:11])[N:3]=1.I[CH2:13][CH3:14].C(=O)([O-])[O-].[K+].[K+]. The catalyst is CN(C)C=O. The product is [CH2:13]([O:1][C:2]1[CH:6]=[C:5]([C:7]([O:9][CH3:10])=[O:8])[N:4]([CH3:11])[N:3]=1)[CH3:14]. The yield is 0.940. (3) The reactants are [O:1]1[CH2:5][CH2:4][CH:3]([OH:6])[CH2:2]1.[CH3:7][C:8]1[CH:13]=[CH:12][C:11]([S:14](Cl)(=[O:16])=[O:15])=[CH:10][CH:9]=1.Cl. No catalyst specified. The product is [CH3:7][C:8]1[CH:13]=[CH:12][C:11]([S:14]([O:6][CH:3]2[CH2:4][CH2:5][O:1][CH2:2]2)(=[O:16])=[O:15])=[CH:10][CH:9]=1. The yield is 0.260. (4) The reactants are Cl.[NH2:2][CH2:3][C:4]1[CH:12]=[CH:11][CH:10]=[C:9]2[C:5]=1[C:6](=[O:22])[N:7]([CH:14]1[CH2:19][CH2:18][C:17](=[O:20])[NH:16][C:15]1=[O:21])[C:8]2=[O:13].C(N(C(C)C)CC)(C)C.[F:32][C:33]1[CH:34]=[C:35]([CH:39]=[CH:40][CH:41]=1)[C:36](Cl)=[O:37]. The catalyst is C(Cl)Cl. The product is [O:21]=[C:15]1[CH:14]([N:7]2[C:6](=[O:22])[C:5]3[C:9](=[CH:10][CH:11]=[CH:12][C:4]=3[CH2:3][NH:2][C:36](=[O:37])[C:35]3[CH:39]=[CH:40][CH:41]=[C:33]([F:32])[CH:34]=3)[C:8]2=[O:13])[CH2:19][CH2:18][C:17](=[O:20])[NH:16]1. The yield is 0.770. (5) The reactants are [CH3:1][C:2]1[CH:3]=[C:4]([CH2:8][C:9]([N:11]2[C:19]3[C:14](=[CH:15][C:16]([C:20]4[C:28]5[C:27]([NH2:29])=[N:26][CH:25]=[N:24][C:23]=5[N:22]([CH:30]5[CH2:35][CH2:34][NH:33][CH2:32][CH2:31]5)[CH:21]=4)=[CH:17][CH:18]=3)[CH2:13][CH2:12]2)=[O:10])[CH:5]=[CH:6][CH:7]=1.[C:36](=O)([O-])[O-].[Cs+].[Cs+].IC. The catalyst is CN(C=O)C. The product is [CH3:1][C:2]1[CH:3]=[C:4]([CH2:8][C:9]([N:11]2[C:19]3[C:14](=[CH:15][C:16]([C:20]4[C:28]5[C:27]([NH2:29])=[N:26][CH:25]=[N:24][C:23]=5[N:22]([CH:30]5[CH2:35][CH2:34][N:33]([CH3:36])[CH2:32][CH2:31]5)[CH:21]=4)=[CH:17][CH:18]=3)[CH2:13][CH2:12]2)=[O:10])[CH:5]=[CH:6][CH:7]=1. The yield is 0.432. (6) The reactants are [C:1]([C:3]1[CH:4]=[C:5](B(O)O)[CH:6]=[CH:7][CH:8]=1)#[N:2].[CH3:12][C@H:13]1[C@@H:17]([C:18]2[N:22]3[C:23]4[CH:29]=[CH:28][N:27]([S:30]([C:33]5[CH:39]=[CH:38][C:36]([CH3:37])=[CH:35][CH:34]=5)(=[O:32])=[O:31])[C:24]=4[N:25]=[CH:26][C:21]3=[N:20][N:19]=2)[CH2:16][C@@H:15]([NH2:40])[CH2:14]1.CCN(C(C)C)C(C)C. The product is [CH3:12][C@H:13]1[C@@H:17]([C:18]2[N:22]3[C:23]4[CH:29]=[CH:28][N:27]([S:30]([C:33]5[CH:34]=[CH:35][C:36]([CH3:37])=[CH:38][CH:39]=5)(=[O:32])=[O:31])[C:24]=4[N:25]=[CH:26][C:21]3=[N:20][N:19]=2)[CH2:16][C@@H:15]([NH:40][C:5]2[CH:4]=[C:3]([CH:8]=[CH:7][CH:6]=2)[C:1]#[N:2])[CH2:14]1. The catalyst is C(Cl)Cl.CC#N.O.C([O-])(=O)C.[Cu+2].C([O-])(=O)C. The yield is 0.480. (7) The reactants are [CH3:1][C@@:2]12[C@H:11]3[CH2:12][CH2:13][C@@:14]4([CH3:20])[C@H:18]([C@@H:10]3[CH2:9][CH:8]=[C:7]1[NH:6][C:5](=[O:21])[CH2:4][CH2:3]2)[CH2:17][CH2:16][C:15]4=[O:19].[CH3:22][C:23]([O:26][C:27](O[C:27]([O:26][C:23]([CH3:25])([CH3:24])[CH3:22])=[O:28])=[O:28])([CH3:25])[CH3:24].O. The catalyst is C(Cl)Cl.CN(C1C=CN=CC=1)C. The product is [CH3:1][C@@:2]12[C@H:11]3[CH2:12][CH2:13][C@@:14]4([CH3:20])[C@H:18]([C@@H:10]3[CH2:9][CH:8]=[C:7]1[N:6]([C:27]([O:26][C:23]([CH3:25])([CH3:24])[CH3:22])=[O:28])[C:5](=[O:21])[CH2:4][CH2:3]2)[CH2:17][CH2:16][C:15]4=[O:19]. The yield is 1.00. (8) The reactants are [CH2:1]([C:3]1[C:8](=[O:9])[NH:7][C:6]([CH3:10])=[C:5]([C:11]2[S:15][C:14]([S:16](Cl)(=[O:18])=[O:17])=[CH:13][CH:12]=2)[CH:4]=1)[CH3:2].[CH3:20][C:21]1[O:25][C:24]([CH2:26][NH2:27])=[CH:23][CH:22]=1. No catalyst specified. The product is [CH3:20][C:21]1[O:25][C:24]([CH2:26][NH:27][S:16]([C:14]2[S:15][C:11]([C:5]3[CH:4]=[C:3]([CH2:1][CH3:2])[C:8](=[O:9])[NH:7][C:6]=3[CH3:10])=[CH:12][CH:13]=2)(=[O:18])=[O:17])=[CH:23][CH:22]=1. The yield is 0.930.